Predict which catalyst facilitates the given reaction. From a dataset of Catalyst prediction with 721,799 reactions and 888 catalyst types from USPTO. (1) Reactant: Br[C:2]1[CH:28]=[C:27]([F:29])[C:5]2[N:6]([CH2:9][C:10]3[CH:26]=[CH:25][C:13]4[N:14]=[C:15]([NH:17][C@@H:18]5[CH2:23][CH2:22][CH2:21][CH2:20][C@H:19]5[OH:24])[S:16][C:12]=4[CH:11]=3)[CH:7]=[N:8][C:4]=2[CH:3]=1.[O:30]1[CH2:35][CH:34]=[C:33](B2OC(C)(C)C(C)(C)O2)[CH2:32][CH2:31]1.C(=O)([O-])[O-].[Na+].[Na+].O1CCOCC1. Product: [O:30]1[CH2:31][CH:32]=[C:33]([C:2]2[CH:28]=[C:27]([F:29])[C:5]3[N:6]([CH2:9][C:10]4[CH:26]=[CH:25][C:13]5[N:14]=[C:15]([NH:17][C@@H:18]6[CH2:23][CH2:22][CH2:21][CH2:20][C@H:19]6[OH:24])[S:16][C:12]=5[CH:11]=4)[CH:7]=[N:8][C:4]=3[CH:3]=2)[CH2:34][CH2:35]1. The catalyst class is: 263. (2) Reactant: [CH2:1]([N:8]1[CH:16]=[C:15]2[C:10]([CH:11]=[C:12]([C:17]3[CH:18]=[C:19]([C:27]4[CH:32]=[CH:31][CH:30]=[C:29]([CH2:33]Cl)[CH:28]=4)[N:20]4[C:25]=3[C:24]([NH2:26])=[N:23][CH:22]=[N:21]4)[CH:13]=[CH:14]2)=[N:9]1)[C:2]1[CH:7]=[CH:6][CH:5]=[CH:4][CH:3]=1.[O-]P([O-])([O-])=O.[K+].[K+].[K+].[NH:43]1[CH2:47][CH2:46][CH2:45][CH2:44]1. Product: [CH2:1]([N:8]1[CH:16]=[C:15]2[C:10]([CH:11]=[C:12]([C:17]3[CH:18]=[C:19]([C:27]4[CH:32]=[CH:31][CH:30]=[C:29]([CH2:33][N:43]5[CH2:47][CH2:46][CH2:45][CH2:44]5)[CH:28]=4)[N:20]4[C:25]=3[C:24]([NH2:26])=[N:23][CH:22]=[N:21]4)[CH:13]=[CH:14]2)=[N:9]1)[C:2]1[CH:7]=[CH:6][CH:5]=[CH:4][CH:3]=1. The catalyst class is: 18. (3) Reactant: [Cl:1][C:2]1[C:21](I)=[CH:20][C:5]([C:6]([NH:8][C:9]2[CH:14]=[CH:13][C:12]([O:15][C:16]([Cl:19])([F:18])[F:17])=[CH:11][CH:10]=2)=[O:7])=[CH:4][N:3]=1.C(OC([N:30]1[C:34]([C:35](=[O:39])[N:36]([CH3:38])[CH3:37])=[CH:33][CH:32]=[C:31]1B(O)O)=O)(C)(C)C.C([O-])([O-])=O.[Na+].[Na+].O. Product: [Cl:1][C:2]1[C:21]([C:31]2[NH:30][C:34]([C:35](=[O:39])[N:36]([CH3:38])[CH3:37])=[CH:33][CH:32]=2)=[CH:20][C:5]([C:6]([NH:8][C:9]2[CH:14]=[CH:13][C:12]([O:15][C:16]([Cl:19])([F:18])[F:17])=[CH:11][CH:10]=2)=[O:7])=[CH:4][N:3]=1. The catalyst class is: 276. (4) Reactant: [Br-:1].[Br-].[Br-].C1([N+](C)(C)C)C=CC=CC=1.C1([N+](C)(C)C)C=CC=CC=1.C1([N+](C)(C)C)C=CC=CC=1.[CH2:34]([O:41][C:42]1[CH:47]=[C:46]([F:48])[CH:45]=[CH:44][C:43]=1[C:49](=[O:51])[CH3:50])[C:35]1[CH:40]=[CH:39][CH:38]=[CH:37][CH:36]=1.CCCCCC.CCOC(C)=O. Product: [CH2:34]([O:41][C:42]1[CH:47]=[C:46]([F:48])[CH:45]=[CH:44][C:43]=1[C:49](=[O:51])[CH2:50][Br:1])[C:35]1[CH:36]=[CH:37][CH:38]=[CH:39][CH:40]=1. The catalyst class is: 20.